Dataset: NCI-60 drug combinations with 297,098 pairs across 59 cell lines. Task: Regression. Given two drug SMILES strings and cell line genomic features, predict the synergy score measuring deviation from expected non-interaction effect. (1) Drug 1: C1CNP(=O)(OC1)N(CCCl)CCCl. Drug 2: C1CCC(C(C1)N)N.C(=O)(C(=O)[O-])[O-].[Pt+4]. Cell line: CAKI-1. Synergy scores: CSS=1.13, Synergy_ZIP=-13.0, Synergy_Bliss=-24.1, Synergy_Loewe=-47.1, Synergy_HSA=-25.4. (2) Drug 1: CC12CCC(CC1=CCC3C2CCC4(C3CC=C4C5=CN=CC=C5)C)O. Drug 2: CNC(=O)C1=NC=CC(=C1)OC2=CC=C(C=C2)NC(=O)NC3=CC(=C(C=C3)Cl)C(F)(F)F. Cell line: T-47D. Synergy scores: CSS=26.2, Synergy_ZIP=-5.51, Synergy_Bliss=-0.695, Synergy_Loewe=-11.9, Synergy_HSA=-0.220.